Dataset: Full USPTO retrosynthesis dataset with 1.9M reactions from patents (1976-2016). Task: Predict the reactants needed to synthesize the given product. (1) Given the product [F:20][C:15]1[CH:14]=[C:13]([C:4]2[CH:5]=[CH:6][CH:7]=[CH:8][C:3]=2[CH2:1][OH:2])[CH:19]=[CH:18][C:16]=1[NH2:17], predict the reactants needed to synthesize it. The reactants are: [CH:1]([C:3]1[CH:8]=[CH:7][CH:6]=[CH:5][C:4]=1B(O)O)=[O:2].Br[C:13]1[CH:19]=[CH:18][C:16]([NH2:17])=[C:15]([F:20])[CH:14]=1. (2) Given the product [CH2:21]([N:17]([CH2:18][CH2:19][CH3:20])[CH2:16][CH2:15][CH2:14][CH2:13][N:11]([CH2:10][C:7]1[CH:6]=[CH:5][C:4]([C:3]([OH:24])=[O:2])=[CH:9][CH:8]=1)[CH3:12])[CH2:22][CH3:23], predict the reactants needed to synthesize it. The reactants are: C[O:2][C:3](=[O:24])[C:4]1[CH:9]=[CH:8][C:7]([CH2:10][N:11]([CH2:13][CH2:14][CH2:15][CH2:16][N:17]([CH2:21][CH2:22][CH3:23])[CH2:18][CH2:19][CH3:20])[CH3:12])=[CH:6][CH:5]=1.[OH-].[Na+].Cl. (3) Given the product [CH:1]([C@H:4]1[CH2:5][CH2:6][C@H:7]([NH:10][C:11]2[C:20]3[C:15](=[CH:16][CH:17]=[CH:18][CH:19]=3)[C:14]([CH2:21][C:22]3[CH:23]=[N:24][C:25]([OH:28])=[CH:26][CH:27]=3)=[N:13][N:12]=2)[CH2:8][CH2:9]1)([CH3:3])[CH3:2], predict the reactants needed to synthesize it. The reactants are: [CH:1]([C@H:4]1[CH2:9][CH2:8][C@H:7]([NH:10][C:11]2[C:20]3[C:15](=[CH:16][CH:17]=[CH:18][CH:19]=3)[C:14]([CH2:21][C:22]3[CH:23]=[N:24][C:25]([O:28]C)=[CH:26][CH:27]=3)=[N:13][N:12]=2)[CH2:6][CH2:5]1)([CH3:3])[CH3:2].C([O-])(O)=O.[Na+].O.CCOC(C)=O. (4) Given the product [C:43]([NH:42][CH2:41][C@@H:39]1[O:38][C:37](=[O:46])[N:36]([C:23]2[CH:24]=[CH:25][C:26]([O:27][CH2:28][C:29]3([OH:35])[CH2:34][CH2:33][N:32]([C:2]4[N:11]=[C:10]5[C:5]([C:6](=[O:18])[C:7]([C:15]([OH:17])=[O:16])=[CH:8][N:9]5[CH:12]5[CH2:14][CH2:13]5)=[CH:4][C:3]=4[F:19])[CH2:31][CH2:30]3)=[C:21]([F:20])[CH:22]=2)[CH2:40]1)(=[O:45])[CH3:44], predict the reactants needed to synthesize it. The reactants are: Cl[C:2]1[N:11]=[C:10]2[C:5]([C:6](=[O:18])[C:7]([C:15]([OH:17])=[O:16])=[CH:8][N:9]2[CH:12]2[CH2:14][CH2:13]2)=[CH:4][C:3]=1[F:19].[F:20][C:21]1[CH:22]=[C:23]([N:36]2[CH2:40][C@H:39]([CH2:41][NH:42][C:43](=[O:45])[CH3:44])[O:38][C:37]2=[O:46])[CH:24]=[CH:25][C:26]=1[O:27][CH2:28][C:29]1([OH:35])[CH2:34][CH2:33][NH:32][CH2:31][CH2:30]1.C(N(CC)CC)C.C[Si](C)(C)Cl. (5) Given the product [Si:8]([O:15][CH2:16]/[CH:17]=[N:7]/[S@:5]([C:2]([CH3:4])([CH3:3])[CH3:1])=[O:6])([C:11]([CH3:14])([CH3:13])[CH3:12])([CH3:10])[CH3:9], predict the reactants needed to synthesize it. The reactants are: [CH3:1][C:2]([S@@:5]([NH2:7])=[O:6])([CH3:4])[CH3:3].[Si:8]([O:15][CH2:16][CH:17]=O)([C:11]([CH3:14])([CH3:13])[CH3:12])([CH3:10])[CH3:9]. (6) Given the product [CH:18]([N:15]1[CH2:16][CH2:17][C:11]2[C:10]([N:20]3[CH2:25][CH2:24][O:23][CH2:22][C@@H:21]3[CH3:26])=[N:9][C:8]([C:5]3[CH:4]=[CH:3][C:2]([NH:1][C:32]([NH:47][CH2:46][C:45]([F:49])([F:48])[F:44])=[O:27])=[CH:7][CH:6]=3)=[N:13][C:12]=2[CH2:14]1)=[O:19], predict the reactants needed to synthesize it. The reactants are: [NH2:1][C:2]1[CH:7]=[CH:6][C:5]([C:8]2[N:9]=[C:10]([N:20]3[CH2:25][CH2:24][O:23][CH2:22][C@@H:21]3[CH3:26])[C:11]3[CH2:17][CH2:16][N:15]([CH:18]=[O:19])[CH2:14][C:12]=3[N:13]=2)=[CH:4][CH:3]=1.[O:27]1[CH2:32]COCC1.C(N(CC)CC)C.C(Cl)(Cl)=O.[F:44][C:45]([F:49])([F:48])[CH2:46][NH2:47]. (7) Given the product [CH3:1][O:2][C:3]([C:5]1[N:6]([CH3:13])[CH:7]=[C:8]([NH:10][C:44]([C:21]2[N:20]([CH3:19])[CH:24]=[C:23]([NH:25][C:26]([O:28][CH2:29][CH2:30][S:31]([C:34]3[CH:39]=[CH:38][C:37]([C:40]([F:43])([F:41])[F:42])=[CH:36][CH:35]=3)(=[O:32])=[O:33])=[O:27])[N:22]=2)=[O:45])[CH:9]=1)=[O:4], predict the reactants needed to synthesize it. The reactants are: [CH3:1][O:2][C:3]([C:5]1[N:6]([CH3:13])[CH:7]=[C:8]([N+:10]([O-])=O)[CH:9]=1)=[O:4].N1C=CC=C1.[CH3:19][N:20]1[CH:24]=[C:23]([NH:25][C:26]([O:28][CH2:29][CH2:30][S:31]([C:34]2[CH:39]=[CH:38][C:37]([C:40]([F:43])([F:42])[F:41])=[CH:36][CH:35]=2)(=[O:33])=[O:32])=[O:27])[N:22]=[C:21]1[C:44](O)=[O:45].CN(C(F)=[N+](C)C)C.F[P-](F)(F)(F)(F)F.C1C=CC2N(O)N=NC=2C=1.CCN(C(C)C)C(C)C.